From a dataset of Forward reaction prediction with 1.9M reactions from USPTO patents (1976-2016). Predict the product of the given reaction. (1) Given the reactants [Cl:1][C:2]1[N:10]=[C:9]2[C:5]([N:6]=[CH:7][NH:8]2)=[C:4]([Cl:11])[N:3]=1.[N:12]1([CH2:18][CH2:19]O)[CH2:17][CH2:16][CH2:15][CH2:14][CH2:13]1, predict the reaction product. The product is: [Cl:1][C:2]1[N:10]=[C:9]2[C:5]([N:6]=[CH:7][N:8]2[CH2:19][CH2:18][N:12]2[CH2:17][CH2:16][CH2:15][CH2:14][CH2:13]2)=[C:4]([Cl:11])[N:3]=1. (2) Given the reactants C([N:8]1[CH2:13][CH2:12][O:11][C:10]([CH3:15])([CH3:14])[CH2:9]1)C1C=CC=CC=1.[Cl:16]C(OC(Cl)C)=O, predict the reaction product. The product is: [ClH:16].[CH3:14][C:10]1([CH3:15])[O:11][CH2:12][CH2:13][NH:8][CH2:9]1. (3) Given the reactants [CH:1]1([S:7]([O:9]C)=[O:8])[CH2:6][CH2:5][CH2:4][CH2:3][CH2:2]1.C=O.C(N)=O.[S:16](=[N:19][CH:20]=[O:21])(=[O:18])=[O:17].[NH:22]([CH:26](C)C)[CH:23](C)C, predict the reaction product. The product is: [S:16](=[N:19][CH:20]=[O:21])(=[O:18])=[O:17].[N+:22]([CH2:26][S:7]([CH:1]1[CH2:6][CH2:5][CH2:4][CH2:3][CH2:2]1)(=[O:9])=[O:8])#[C-:23]. (4) Given the reactants CC(O)C.C([Cl:8])(=O)C.[NH2:9][C:10]1[C:15]([CH2:16][CH2:17][CH:18]2[CH2:23][CH2:22][N:21]([C:24](=[O:35])[C@@H:25]([NH:27]C(=O)OC(C)(C)C)[CH3:26])[CH2:20][CH2:19]2)=[C:14]([Cl:36])[N:13]=[C:12]([CH3:37])[N:11]=1, predict the reaction product. The product is: [ClH:8].[ClH:36].[NH2:27][C@@H:25]([CH3:26])[C:24]([N:21]1[CH2:22][CH2:23][CH:18]([CH2:17][CH2:16][C:15]2[C:10]([NH2:9])=[N:11][C:12]([CH3:37])=[N:13][C:14]=2[Cl:36])[CH2:19][CH2:20]1)=[O:35]. (5) Given the reactants Cl[C:2]1[C:3]2[CH:16]=[CH:15][CH:14]=[CH:13][C:4]=2[NH:5][C:6]2[N:12]=[CH:11][CH:10]=[CH:9][C:7]=2[N:8]=1.[OH:17][CH2:18][C:19]1[CH:28]=[CH:27][C:22]([C:23]([NH:25][NH2:26])=O)=[CH:21][CH:20]=1.C(N(CC)CC)C, predict the reaction product. The product is: [N:26]1[N:25]=[C:23]([C:22]2[CH:27]=[CH:28][C:19]([CH2:18][OH:17])=[CH:20][CH:21]=2)[N:8]2[C:2]=1[C:3]1[CH:16]=[CH:15][CH:14]=[CH:13][C:4]=1[NH:5][C:6]1[N:12]=[CH:11][CH:10]=[CH:9][C:7]2=1. (6) Given the reactants [N:1]1[N:2]([C:6]2[CH:26]=[CH:25][CH:24]=[CH:23][C:7]=2[C:8]([N:10]2[C@H:15]([CH3:16])[CH2:14][CH2:13][C@@H:12]([C:17](N(OC)C)=[O:18])[CH2:11]2)=[O:9])[N:3]=[CH:4][CH:5]=1.[CH3:27][Mg]Br.O, predict the reaction product. The product is: [N:3]1[N:2]([C:6]2[CH:26]=[CH:25][CH:24]=[CH:23][C:7]=2[C:8]([N:10]2[C@H:15]([CH3:16])[CH2:14][CH2:13][C@@H:12]([C:17](=[O:18])[CH3:27])[CH2:11]2)=[O:9])[N:1]=[CH:5][CH:4]=1. (7) The product is: [CH2:2]([C:6]1([OH:11])[CH2:10][CH2:9][CH2:8][CH2:7]1)[CH2:3][CH2:4][CH3:5]. Given the reactants [Li][CH2:2][CH2:3][CH2:4][CH3:5].[C:6]1(=[O:11])[CH2:10][CH2:9][CH:8]=[CH:7]1.[NH4+].[Cl-], predict the reaction product. (8) Given the reactants [CH2:1]([O:3][C:4]1[C:5]([C:15]([F:18])([F:17])[F:16])=[CH:6][C:7]([N+:12]([O-])=O)=[C:8]([CH:11]=1)[C:9]#[N:10])[CH3:2], predict the reaction product. The product is: [NH2:12][C:7]1[CH:6]=[C:5]([C:15]([F:17])([F:18])[F:16])[C:4]([O:3][CH2:1][CH3:2])=[CH:11][C:8]=1[C:9]#[N:10]. (9) Given the reactants [CH3:1][C@@:2]([S:26]([CH3:29])(=[O:28])=[O:27])([CH2:13][CH2:14][N:15]1[CH:19]=[C:18]([C:20]2[CH:25]=[N:24][CH:23]=[CH:22][N:21]=2)[CH:17]=[N:16]1)[C:3]([NH:5][O:6]C1CCCCO1)=[O:4].Cl, predict the reaction product. The product is: [OH:6][NH:5][C:3](=[O:4])[C@:2]([CH3:1])([S:26]([CH3:29])(=[O:28])=[O:27])[CH2:13][CH2:14][N:15]1[CH:19]=[C:18]([C:20]2[CH:25]=[N:24][CH:23]=[CH:22][N:21]=2)[CH:17]=[N:16]1.